From a dataset of NCI-60 drug combinations with 297,098 pairs across 59 cell lines. Regression. Given two drug SMILES strings and cell line genomic features, predict the synergy score measuring deviation from expected non-interaction effect. Drug 2: COCCOC1=C(C=C2C(=C1)C(=NC=N2)NC3=CC=CC(=C3)C#C)OCCOC.Cl. Synergy scores: CSS=17.2, Synergy_ZIP=-9.83, Synergy_Bliss=-2.33, Synergy_Loewe=-13.7, Synergy_HSA=-1.12. Cell line: OVCAR-8. Drug 1: CC1=C(C(=O)C2=C(C1=O)N3CC4C(C3(C2COC(=O)N)OC)N4)N.